From a dataset of Peptide-MHC class I binding affinity with 185,985 pairs from IEDB/IMGT. Regression. Given a peptide amino acid sequence and an MHC pseudo amino acid sequence, predict their binding affinity value. This is MHC class I binding data. (1) The peptide sequence is FPTSCHMF. The MHC is HLA-B45:01 with pseudo-sequence HLA-B45:01. The binding affinity (normalized) is 0. (2) The peptide sequence is AELTGYGTV. The MHC is HLA-B40:01 with pseudo-sequence HLA-B40:01. The binding affinity (normalized) is 0.638. (3) The peptide sequence is FLQRTDLSY. The MHC is HLA-A03:01 with pseudo-sequence HLA-A03:01. The binding affinity (normalized) is 0.213. (4) The peptide sequence is FQVNRFTGY. The MHC is HLA-B58:01 with pseudo-sequence HLA-B58:01. The binding affinity (normalized) is 0.0847.